From a dataset of Catalyst prediction with 721,799 reactions and 888 catalyst types from USPTO. Predict which catalyst facilitates the given reaction. Product: [CH2:12]([NH:11][C:9]([NH:8][C:6]1[N:5]=[CH:4][C:3]([C:14]2[CH:15]=[N:16][CH:17]=[C:18]([C:20]3[O:21][C:22](=[O:25])[NH:23][N:24]=3)[CH:19]=2)=[C:2]([C:34]2[CH:35]=[N:36][N:37]([CH2:39][CH2:40][N:41]3[CH2:46][CH2:45][O:44][CH2:43][CH2:42]3)[CH:38]=2)[CH:7]=1)=[O:10])[CH3:13]. Reactant: Br[C:2]1[CH:7]=[C:6]([NH:8][C:9]([NH:11][CH2:12][CH3:13])=[O:10])[N:5]=[CH:4][C:3]=1[C:14]1[CH:15]=[N:16][CH:17]=[C:18]([C:20]2[O:21][C:22](=[O:25])[NH:23][N:24]=2)[CH:19]=1.CC1(C)C(C)(C)OB([C:34]2[CH:35]=[N:36][N:37]([CH2:39][CH2:40][N:41]3[CH2:46][CH2:45][O:44][CH2:43][CH2:42]3)[CH:38]=2)O1.C([O-])([O-])=O.[K+].[K+].O. The catalyst class is: 3.